From a dataset of Full USPTO retrosynthesis dataset with 1.9M reactions from patents (1976-2016). Predict the reactants needed to synthesize the given product. (1) Given the product [Cl:1][C:2]1[CH:3]=[C:4]2[C:8](=[CH:9][CH:10]=1)[N:7]([CH2:19][C:20]([O:22][CH3:23])=[O:21])[C:6](=[O:11])[C:5]2=[O:12], predict the reactants needed to synthesize it. The reactants are: [Cl:1][C:2]1[CH:3]=[C:4]2[C:8](=[CH:9][CH:10]=1)[NH:7][C:6](=[O:11])[C:5]2=[O:12].CN(C)C=O.Br[CH2:19][C:20]([O:22][CH3:23])=[O:21]. (2) Given the product [OH:9][C@H:10]1[C@@H:14]([CH:15]=[CH2:16])[CH2:13][N:12]([C:17]([O:19][CH2:20][C:21]2[CH:22]=[CH:23][CH:24]=[CH:25][CH:26]=2)=[O:18])[CH2:11]1, predict the reactants needed to synthesize it. The reactants are: COC1C=CC(C([O:9][C@H:10]2[C@@H:14]([CH:15]=[CH2:16])[CH2:13][N:12]([C:17]([O:19][CH2:20][C:21]3[CH:26]=[CH:25][CH:24]=[CH:23][CH:22]=3)=[O:18])[CH2:11]2)=O)=CC=1.[OH-].[Na+]. (3) Given the product [CH3:37][C:7]1[CH:8]=[C:9]([S:12][CH2:13][C:14]2[S:18][C:17]([C:19]3[CH:20]=[CH:21][C:22]([C:25]([F:28])([F:26])[F:27])=[CH:23][CH:24]=3)=[N:16][C:15]=2[CH2:29][O:30][C:31]2[CH:36]=[CH:35][CH:34]=[CH:33][CH:32]=2)[CH:10]=[CH:11][C:6]=1[CH2:5][CH2:4][C:3]([OH:38])=[O:2], predict the reactants needed to synthesize it. The reactants are: C[O:2][C:3](=[O:38])[CH2:4][CH2:5][C:6]1[CH:11]=[CH:10][C:9]([S:12][CH2:13][C:14]2[S:18][C:17]([C:19]3[CH:24]=[CH:23][C:22]([C:25]([F:28])([F:27])[F:26])=[CH:21][CH:20]=3)=[N:16][C:15]=2[CH2:29][O:30][C:31]2[CH:36]=[CH:35][CH:34]=[CH:33][CH:32]=2)=[CH:8][C:7]=1[CH3:37].[OH-].[Na+].Cl.